Dataset: Full USPTO retrosynthesis dataset with 1.9M reactions from patents (1976-2016). Task: Predict the reactants needed to synthesize the given product. Given the product [OH:38][C@@H:33]1[CH2:34][CH2:35][CH2:36][CH2:37][C@H:32]1[NH:31][C:3]([C:4]1[CH:10]=[C:11]([C:13]2[CH:18]=[C:17]([C:19]([F:22])([F:21])[F:20])[CH:16]=[CH:15][C:14]=2[F:23])[N:30]([CH2:24][C@H:25]2[CH2:26][CH2:27][CH2:28][O:29]2)[C:5]=1[CH3:6])=[O:8], predict the reactants needed to synthesize it. The reactants are: CO[C:3](=[O:8])[CH2:4][C:5](=O)[CH3:6].Br[CH2:10][C:11]([C:13]1[CH:18]=[C:17]([C:19]([F:22])([F:21])[F:20])[CH:16]=[CH:15][C:14]=1[F:23])=O.[CH2:24]([NH2:30])[C@@H:25]1[O:29][CH2:28][CH2:27][CH2:26]1.[NH2:31][C@@H:32]1[CH2:37][CH2:36][CH2:35][CH2:34][C@H:33]1[OH:38].